This data is from Forward reaction prediction with 1.9M reactions from USPTO patents (1976-2016). The task is: Predict the product of the given reaction. Given the reactants [NH2:1][CH:2]1[C:16](=[O:17])[N:15]2[CH2:18][C@H:19]([O:21][C:22]3[C:23]4[S:36][CH:35]=[CH:34][C:24]=4[N:25]=[C:26]([C:28]4[N:29]([CH3:33])[CH:30]=[CH:31][N:32]=4)[N:27]=3)[CH2:20][C@H:14]2[C:13](=[O:37])[NH:12][C@:11]2([C:39]([O:41][CH3:42])=[O:40])[CH2:38][C@H:10]2[CH:9]=[CH:8][CH2:7][CH2:6][CH2:5][CH2:4][CH2:3]1.[CH:43]1([CH2:48][C:49](O)=[O:50])[CH2:47][CH2:46][CH2:45][CH2:44]1, predict the reaction product. The product is: [CH:43]1([CH2:48][C:49]([NH:1][C@@H:2]2[C:16](=[O:17])[N:15]3[CH2:18][C@H:19]([O:21][C:22]4[C:23]5[S:36][CH:35]=[CH:34][C:24]=5[N:25]=[C:26]([C:28]5[N:29]([CH3:33])[CH:30]=[CH:31][N:32]=5)[N:27]=4)[CH2:20][C@H:14]3[C:13](=[O:37])[NH:12][C@:11]3([C:39]([O:41][CH3:42])=[O:40])[CH2:38][C@H:10]3[CH:9]=[CH:8][CH2:7][CH2:6][CH2:5][CH2:4][CH2:3]2)=[O:50])[CH2:47][CH2:46][CH2:45][CH2:44]1.